From a dataset of Reaction yield outcomes from USPTO patents with 853,638 reactions. Predict the reaction yield, written as a fraction of the theoretical maximum amount of product (1.0 means a 100% yield; for example, 0.34 means a 34% yield). (1) The reactants are Cl.[Cl:2][C:3]1[CH:8]=[CH:7][CH:6]=[CH:5][C:4]=1[CH2:9][C:10]([CH:12]1[CH2:17][CH2:16][NH:15][CH2:14][CH2:13]1)=[O:11].[C:18]([O:22][C:23]1[C:24]([CH:29]=O)=[N:25][CH:26]=[CH:27][N:28]=1)([CH3:21])([CH3:20])[CH3:19].C(O[BH-](OC(=O)C)OC(=O)C)(=O)C.[Na+].[OH-].[Na+]. The catalyst is ClCCl. The product is [C:18]([O:22][C:23]1[C:24]([CH2:29][N:15]2[CH2:14][CH2:13][CH:12]([C:10](=[O:11])[CH2:9][C:4]3[CH:5]=[CH:6][CH:7]=[CH:8][C:3]=3[Cl:2])[CH2:17][CH2:16]2)=[N:25][CH:26]=[CH:27][N:28]=1)([CH3:21])([CH3:20])[CH3:19]. The yield is 0.780. (2) The yield is 0.830. The catalyst is C(#N)C.C(OCC)(=O)C. The product is [CH3:26][C:18]1[C:19]([C:21]([O:23][CH2:24][CH3:25])=[O:22])=[CH:20][N:16]([C:14]2[CH:13]=[CH:12][N:11]=[C:10]([S:40][CH3:36])[N:15]=2)[N:17]=1. The reactants are CC1C=C(N[C:10]2[N:15]=[C:14]([N:16]3[CH:20]=[C:19]([C:21]([O:23][CH2:24][CH3:25])=[O:22])[C:18]([CH3:26])=[N:17]3)[CH:13]=[CH:12][N:11]=2)C=C(C)C=1.C(=O)([O-])[O-].[K+].[K+].ClC1C=CN=[C:36]([S:40]C)N=1.